The task is: Regression. Given a peptide amino acid sequence and an MHC pseudo amino acid sequence, predict their binding affinity value. This is MHC class II binding data.. This data is from Peptide-MHC class II binding affinity with 134,281 pairs from IEDB. (1) The peptide sequence is CSGEPVVVHITDDNE. The MHC is HLA-DQA10101-DQB10501 with pseudo-sequence HLA-DQA10101-DQB10501. The binding affinity (normalized) is 0.329. (2) The peptide sequence is IDPFQLGLLVVFLATQEV. The MHC is DRB5_0101 with pseudo-sequence DRB5_0101. The binding affinity (normalized) is 0.0393. (3) The peptide sequence is FDLRAQGINLIIHYV. The MHC is HLA-DPA10301-DPB10402 with pseudo-sequence HLA-DPA10301-DPB10402. The binding affinity (normalized) is 0.567. (4) The peptide sequence is KDKWIALKESWGAIW. The MHC is DRB1_1201 with pseudo-sequence DRB1_1201. The binding affinity (normalized) is 0.376. (5) The binding affinity (normalized) is 0.277. The MHC is DRB1_1501 with pseudo-sequence DRB1_1501. The peptide sequence is TVFLLVIVELIPSTSSA. (6) The peptide sequence is VNTLRFLVKNAGYLV. The MHC is DRB4_0101 with pseudo-sequence DRB4_0103. The binding affinity (normalized) is 0.633. (7) The peptide sequence is YAGFFLLTRILTIPQ. The MHC is HLA-DPA10103-DPB10401 with pseudo-sequence HLA-DPA10103-DPB10401. The binding affinity (normalized) is 1.00.